Dataset: Reaction yield outcomes from USPTO patents with 853,638 reactions. Task: Predict the reaction yield, written as a fraction of the theoretical maximum amount of product (1.0 means a 100% yield; for example, 0.34 means a 34% yield). (1) The reactants are [NH2:1][C:2]1[C:7]2[CH:8]=[CH:9][N:10]([C:11]([O:13][CH2:14][C:15]3[CH:20]=[CH:19][CH:18]=[CH:17][CH:16]=3)=[O:12])[C:6]=2[CH:5]=[CH:4][N:3]=1.C(N(CC)CC)C.[C:28](Cl)(=[O:31])[O:29][CH3:30]. The catalyst is O1CCCC1. The product is [CH3:30][O:29][C:28]([NH:1][C:2]1[C:7]2[CH:8]=[CH:9][N:10]([C:11]([O:13][CH2:14][C:15]3[CH:20]=[CH:19][CH:18]=[CH:17][CH:16]=3)=[O:12])[C:6]=2[CH:5]=[CH:4][N:3]=1)=[O:31]. The yield is 0.491. (2) The reactants are Br[C:2]1[CH:18]=[CH:17][C:5]([O:6][CH:7]([CH3:16])[CH2:8][NH:9][S:10]([CH:13]([CH3:15])[CH3:14])(=[O:12])=[O:11])=[CH:4][CH:3]=1.[Cl:19][C:20]1[CH:25]=[CH:24][CH:23]=[CH:22][C:21]=1B(O)O.C(=O)([O-])[O-].[Na+].[Na+]. The catalyst is C1C=CC([P]([Pd]([P](C2C=CC=CC=2)(C2C=CC=CC=2)C2C=CC=CC=2)([P](C2C=CC=CC=2)(C2C=CC=CC=2)C2C=CC=CC=2)[P](C2C=CC=CC=2)(C2C=CC=CC=2)C2C=CC=CC=2)(C2C=CC=CC=2)C2C=CC=CC=2)=CC=1.O1CCOCC1. The product is [Cl:19][C:20]1[CH:25]=[CH:24][CH:23]=[CH:22][C:21]=1[C:2]1[CH:18]=[CH:17][C:5]([O:6][CH:7]([CH3:16])[CH2:8][NH:9][S:10]([CH:13]([CH3:15])[CH3:14])(=[O:12])=[O:11])=[CH:4][CH:3]=1. The yield is 0.380. (3) The reactants are [Br:1][C:2]1[C:3]([NH:10][C:11]2[CH2:12][N:13]([CH2:17][C:18]3[CH:23]=[CH:22][C:21]([O:24][CH3:25])=[CH:20][CH:19]=3)[C:14](=[O:16])[CH:15]=2)=[C:4]([CH:7]=[CH:8][CH:9]=1)[C:5]#[N:6].[O-]CC.[Na+]. The catalyst is C(O)C. The product is [NH2:6][C:5]1[C:4]2[CH:7]=[CH:8][CH:9]=[C:2]([Br:1])[C:3]=2[N:10]=[C:11]2[CH2:12][N:13]([CH2:17][C:18]3[CH:19]=[CH:20][C:21]([O:24][CH3:25])=[CH:22][CH:23]=3)[C:14](=[O:16])[C:15]=12. The yield is 0.520.